Dataset: Full USPTO retrosynthesis dataset with 1.9M reactions from patents (1976-2016). Task: Predict the reactants needed to synthesize the given product. (1) Given the product [CH2:16]([C:2]1[CH:3]=[C:4]([CH2:5][OH:6])[CH:7]=[CH:8][CH:9]=1)[CH3:17], predict the reactants needed to synthesize it. The reactants are: Br[C:2]1[CH:3]=[C:4]([CH:7]=[CH:8][CH:9]=1)[CH2:5][OH:6].C(=O)([O-])[O-].[Cs+].[Cs+].[CH2:16](B(CC)CC)[CH3:17]. (2) The reactants are: [CH3:1][N:2]1[C:6]([C:7]2[S:11][C:10]([S:12](Cl)(=[O:14])=[O:13])=[CH:9][CH:8]=2)=[CH:5][C:4]([C:16]([F:19])([F:18])[F:17])=[N:3]1.[CH3:20][O:21][C:22]1[CH:28]=[C:27]([N+:29]([O-:31])=[O:30])[CH:26]=[CH:25][C:23]=1[NH2:24].N1C=CC=CC=1. Given the product [CH3:20][O:21][C:22]1[CH:28]=[C:27]([N+:29]([O-:31])=[O:30])[CH:26]=[CH:25][C:23]=1[NH:24][S:12]([C:10]1[S:11][C:7]([C:6]2[N:2]([CH3:1])[N:3]=[C:4]([C:16]([F:19])([F:18])[F:17])[CH:5]=2)=[CH:8][CH:9]=1)(=[O:14])=[O:13], predict the reactants needed to synthesize it. (3) Given the product [O:66]=[S:63]1(=[O:67])[CH2:64][CH2:65][N:60]([C:34](=[O:36])[CH2:33][CH:30]2[S:29][C:28]([C:16]3[NH:17][C:18]4[C:14]([CH:15]=3)=[CH:13][C:12]([O:11][C:8]3[CH:9]=[N:10][C:5]([S:2]([CH3:1])(=[O:3])=[O:4])=[CH:6][CH:7]=3)=[CH:20][C:19]=4[O:21][CH:22]3[CH2:27][CH2:26][O:25][CH2:24][CH2:23]3)=[N:32][CH2:31]2)[CH2:61][CH2:62]1, predict the reactants needed to synthesize it. The reactants are: [CH3:1][S:2]([C:5]1[N:10]=[CH:9][C:8]([O:11][C:12]2[CH:13]=[C:14]3[C:18](=[C:19]([O:21][CH:22]4[CH2:27][CH2:26][O:25][CH2:24][CH2:23]4)[CH:20]=2)[NH:17][C:16]([C:28]2[S:29][CH:30]([CH2:33][C:34]([OH:36])=O)[CH2:31][N:32]=2)=[CH:15]3)=[CH:7][CH:6]=1)(=[O:4])=[O:3].O.ON1C2C=CC=CC=2N=N1.Cl.C(N=C=NCCCN(C)C)C.[NH:60]1[CH2:65][CH2:64][S:63](=[O:67])(=[O:66])[CH2:62][CH2:61]1.